Dataset: Reaction yield outcomes from USPTO patents with 853,638 reactions. Task: Predict the reaction yield, written as a fraction of the theoretical maximum amount of product (1.0 means a 100% yield; for example, 0.34 means a 34% yield). (1) The catalyst is C1COCC1. The product is [O:6]1[CH2:7][CH2:8][C@H:4]([O:3][CH2:10][C:11]2[CH:16]=[CH:15][CH:14]=[CH:13][N:12]=2)[CH2:5]1. The yield is 0.870. The reactants are [H-].[Na+].[OH:3][C@H:4]1[CH2:8][CH2:7][O:6][CH2:5]1.Cl[CH2:10][C:11]1[CH:16]=[CH:15][CH:14]=[CH:13][N:12]=1. (2) The reactants are Cl.[NH4+].[Cl-].[CH2:4]([NH:11][C:12]1[CH:17]=[C:16]([N+:18]([O-])=O)[N:15]=[C:14]2[N:21]([CH:24]([CH3:26])[CH3:25])[CH:22]=[N:23][C:13]=12)[C:5]1[CH:10]=[CH:9][CH:8]=[CH:7][CH:6]=1. The catalyst is CCO.[Fe]. The product is [NH2:18][C:16]1[N:15]=[C:14]2[N:21]([CH:24]([CH3:25])[CH3:26])[CH:22]=[N:23][C:13]2=[C:12]([NH:11][CH2:4][C:5]2[CH:10]=[CH:9][CH:8]=[CH:7][CH:6]=2)[CH:17]=1. The yield is 0.980. (3) The reactants are Br[C:2]1[CH:3]=[N:4][CH:5]=[C:6]([CH:19]=1)[C:7]([N:9]=[S@@:10]([CH3:18])(=[O:17])[C:11]1[CH:16]=[CH:15][CH:14]=[CH:13][CH:12]=1)=[O:8].[C:20]([C:22]1[CH:27]=[CH:26][C:25]([O:28][C:29]2[CH:34]=[CH:33][CH:32]=[CH:31][CH:30]=2)=[CH:24][CH:23]=1)#[CH:21]. No catalyst specified. The product is [O:28]([C:25]1[CH:24]=[CH:23][C:22]([C:20]#[C:21][C:2]2[CH:3]=[N:4][CH:5]=[C:6]([CH:19]=2)[C:7]([N:9]=[S@@:10]([CH3:18])(=[O:17])[C:11]2[CH:16]=[CH:15][CH:14]=[CH:13][CH:12]=2)=[O:8])=[CH:27][CH:26]=1)[C:29]1[CH:30]=[CH:31][CH:32]=[CH:33][CH:34]=1. The yield is 0.680. (4) The reactants are [F:1][C:2]([F:27])([F:26])[C:3]([N:5]1[CH2:10][CH2:9][CH2:8][C@@H:7]2[C:11]3[CH:12]=[C:13](OS(C(F)(F)F)(=O)=O)[CH:14]=[CH:15][C:16]=3[CH2:17][C@H:6]12)=[O:4].[CH3:28][N:29]1[CH:33]=[C:32](B(O)O)[CH:31]=[N:30]1. No catalyst specified. The product is [F:1][C:2]([F:27])([F:26])[C:3]([N:5]1[CH2:10][CH2:9][CH2:8][C@@H:7]2[C:11]3[CH:12]=[C:13]([C:32]4[CH:31]=[N:30][N:29]([CH3:28])[CH:33]=4)[CH:14]=[CH:15][C:16]=3[CH2:17][C@H:6]12)=[O:4]. The yield is 0.320. (5) The reactants are [NH2:1][C:2]1[N:7]=[CH:6][C:5](/[CH:8]=[CH:9]/[C:10]([N:12]([CH3:24])[CH2:13][C:14]2[N:15]([CH3:23])[C:16]3[C:21]([CH:22]=2)=[CH:20][CH:19]=[CH:18][CH:17]=3)=[O:11])=[CH:4][CH:3]=1.C([O-])(O)=O.[Na+].[C:30](OC(=O)C)(=[O:32])[CH3:31]. The catalyst is C1COCC1. The product is [C:30]([NH:1][C:2]1[N:7]=[CH:6][C:5](/[CH:8]=[CH:9]/[C:10]([N:12]([CH3:24])[CH2:13][C:14]2[N:15]([CH3:23])[C:16]3[C:21]([CH:22]=2)=[CH:20][CH:19]=[CH:18][CH:17]=3)=[O:11])=[CH:4][CH:3]=1)(=[O:32])[CH3:31]. The yield is 0.960.